From a dataset of Forward reaction prediction with 1.9M reactions from USPTO patents (1976-2016). Predict the product of the given reaction. (1) Given the reactants [OH:1][C:2]12[CH2:11][C:6]3([C:12]([OH:14])=[O:13])[CH2:7][CH:8]([CH2:10][C:4]([C:15]([OH:17])=[O:16])([CH2:5]3)[CH2:3]1)[CH2:9]2.[CH2:18](O)[CH2:19][CH2:20][CH3:21].S(=O)(=O)(O)O, predict the reaction product. The product is: [OH:1][C:2]12[CH2:3][C:4]3([C:15]([O:17][CH2:18][CH2:19][CH2:20][CH3:21])=[O:16])[CH2:10][CH:8]([CH2:7][C:6]([C:12]([O:14][CH2:9][CH2:2][CH2:3][CH3:4])=[O:13])([CH2:5]3)[CH2:11]1)[CH2:9]2.[OH:1][C:2]12[CH2:3][C:4]3([C:15]([OH:17])=[O:16])[CH2:10][CH:8]([CH2:7][C:6]([C:12]([OH:14])=[O:13])([CH2:5]3)[CH2:11]1)[CH2:9]2. (2) Given the reactants Br[C:2]1[C:3]([NH2:9])=[N:4][C:5](=[O:8])[NH:6][CH:7]=1.[NH:10]1[CH2:15][CH2:14][CH2:13][CH2:12][CH2:11]1.C(Cl)Cl, predict the reaction product. The product is: [NH2:9][C:3]1[NH:4][C:5](=[O:8])[N:6]=[CH:7][C:2]=1[N:10]1[CH2:15][CH2:14][CH2:13][CH2:12][CH2:11]1. (3) Given the reactants C([O:5][C:6](=[O:14])[NH:7][C@@H:8]([CH2:11][O:12][CH3:13])[CH2:9]O)(C)(C)C.O1CCCC1.CC(C)([O-])C.[K+], predict the reaction product. The product is: [CH3:13][O:12][CH2:11][C@H:8]1[CH2:9][O:14][C:6](=[O:5])[NH:7]1. (4) The product is: [CH:2]1([CH2:8][O:9][CH2:10][CH2:11][C:12]([OH:14])=[O:13])[CH2:7][CH2:6][CH2:5][CH2:4][CH2:3]1. Given the reactants Cl.[CH:2]1([CH2:8][O:9][CH2:10][CH2:11][C:12]([O:14]C(C)(C)C)=[O:13])[CH2:7][CH2:6][CH2:5][CH2:4][CH2:3]1, predict the reaction product. (5) Given the reactants [F:1][CH:2]([F:38])[CH2:3][O:4][C:5]1[C:13]2[C:12](=[O:14])[N:11]([C:15]3[CH:20]=[CH:19][C:18]([CH2:21][C:22]([O:24]CC)=[O:23])=[CH:17][C:16]=3[Cl:27])[C:10](=[O:28])[C:9]=2[C:8]([O:29][CH2:30][CH:31]([F:33])[F:32])=[C:7]2[CH:34]=[CH:35][CH:36]=[CH:37][C:6]=12.Cl.O, predict the reaction product. The product is: [F:33][CH:31]([F:32])[CH2:30][O:29][C:8]1[C:9]2[C:10](=[O:28])[N:11]([C:15]3[CH:20]=[CH:19][C:18]([CH2:21][C:22]([OH:24])=[O:23])=[CH:17][C:16]=3[Cl:27])[C:12](=[O:14])[C:13]=2[C:5]([O:4][CH2:3][CH:2]([F:1])[F:38])=[C:6]2[CH:37]=[CH:36][CH:35]=[CH:34][C:7]=12. (6) Given the reactants Cl[C:2]1[C:11]2[C:6](=[N:7][CH:8]=[CH:9][N:10]=2)[CH:5]=[C:4]([Cl:12])[N:3]=1.[OH:13][CH2:14][C@H:15]1[O:20][CH2:19][CH2:18][N:17]([C:21]([O:23][C:24]([CH3:27])([CH3:26])[CH3:25])=[O:22])[CH2:16]1.O, predict the reaction product. The product is: [Cl:12][C:4]1[N:3]=[C:2]([O:13][CH2:14][C@H:15]2[O:20][CH2:19][CH2:18][N:17]([C:21]([O:23][C:24]([CH3:27])([CH3:26])[CH3:25])=[O:22])[CH2:16]2)[C:11]2[C:6](=[N:7][CH:8]=[CH:9][N:10]=2)[CH:5]=1. (7) Given the reactants [CH3:1][O:2][C:3]1[N:8]=[CH:7][C:6]([NH:9][C:10]2[C:15]([C:16]3[CH:21]=[C:20]([S:22][CH3:23])[N:19]=[C:18]([CH3:24])[N:17]=3)=[N:14][CH:13]=[CH:12][N:11]=2)=[CH:5][CH:4]=1.ClC1C=C(C=CC=1)C(OO)=[O:30], predict the reaction product. The product is: [CH3:1][O:2][C:3]1[N:8]=[CH:7][C:6]([NH:9][C:10]2[C:15]([C:16]3[CH:21]=[C:20]([S:22]([CH3:23])=[O:30])[N:19]=[C:18]([CH3:24])[N:17]=3)=[N:14][CH:13]=[CH:12][N:11]=2)=[CH:5][CH:4]=1. (8) Given the reactants [CH3:1][S:2]([C:5]1[N:10]=[CH:9][C:8]([O:11][C:12]2[CH:13]=[C:14]3[C:18](=[C:19]([O:21][CH:22]4[CH2:27][CH2:26][O:25][CH2:24][CH2:23]4)[CH:20]=2)[NH:17][C:16]([C:28]2[S:29][CH:30]([CH2:33][C:34](O)=[O:35])[CH2:31][N:32]=2)=[CH:15]3)=[CH:7][CH:6]=1)(=[O:4])=[O:3].O.ON1C2C=CC=CC=2N=N1.Cl.[CH2:49]([N:51]=[C:52]=NCCCN(C)C)C.O1CCCC1.CNC, predict the reaction product. The product is: [CH3:49][N:51]([CH3:52])[C:34](=[O:35])[CH2:33][CH:30]1[S:29][C:28]([C:16]2[NH:17][C:18]3[C:14]([CH:15]=2)=[CH:13][C:12]([O:11][C:8]2[CH:9]=[N:10][C:5]([S:2]([CH3:1])(=[O:3])=[O:4])=[CH:6][CH:7]=2)=[CH:20][C:19]=3[O:21][CH:22]2[CH2:23][CH2:24][O:25][CH2:26][CH2:27]2)=[N:32][CH2:31]1.